Dataset: TCR-epitope binding with 47,182 pairs between 192 epitopes and 23,139 TCRs. Task: Binary Classification. Given a T-cell receptor sequence (or CDR3 region) and an epitope sequence, predict whether binding occurs between them. (1) The epitope is RPHERNGFTVL. The TCR CDR3 sequence is CASSYGQGLYEQYF. Result: 0 (the TCR does not bind to the epitope). (2) The epitope is YIFFASFYY. The TCR CDR3 sequence is CASSEGVDYEQYV. Result: 1 (the TCR binds to the epitope). (3) Result: 0 (the TCR does not bind to the epitope). The epitope is CLGGLLTMV. The TCR CDR3 sequence is CASSYMGNEQFF. (4) The epitope is FLASKIGRLV. The TCR CDR3 sequence is CASRLGASSYNEQFF. Result: 0 (the TCR does not bind to the epitope).